This data is from Full USPTO retrosynthesis dataset with 1.9M reactions from patents (1976-2016). The task is: Predict the reactants needed to synthesize the given product. (1) The reactants are: [F:1][C:2]1[CH:3]=[CH:4][C:5]2[O:9][C:8]([C:10]3[CH:15]=[CH:14][C:13]([O:16]C)=[CH:12][CH:11]=3)=[CH:7][C:6]=2[CH:18]=1.Cl.N1C=CC=CC=1. Given the product [F:1][C:2]1[CH:3]=[CH:4][C:5]2[O:9][C:8]([C:10]3[CH:11]=[CH:12][C:13]([OH:16])=[CH:14][CH:15]=3)=[CH:7][C:6]=2[CH:18]=1, predict the reactants needed to synthesize it. (2) Given the product [O:1]([C:8]1[CH:9]=[CH:10][C:11]([C:12]([NH:14][CH2:15][C:16]2[CH:21]=[CH:20][CH:19]=[C:18]([O:22][CH:23]3[CH2:24][CH2:25][N:26]([CH2:31][CH3:32])[CH2:27][CH2:28]3)[CH:17]=2)=[O:13])=[CH:29][CH:30]=1)[C:2]1[CH:3]=[CH:4][CH:5]=[CH:6][CH:7]=1, predict the reactants needed to synthesize it. The reactants are: [O:1]([C:8]1[CH:30]=[CH:29][C:11]([C:12]([NH:14][CH2:15][C:16]2[CH:21]=[CH:20][CH:19]=[C:18]([O:22][CH:23]3[CH2:28][CH2:27][NH:26][CH2:25][CH2:24]3)[CH:17]=2)=[O:13])=[CH:10][CH:9]=1)[C:2]1[CH:7]=[CH:6][CH:5]=[CH:4][CH:3]=1.[CH:31](=O)[CH3:32].C(O)(=O)C. (3) Given the product [Cl:23][CH2:22][C:21]([NH:20][CH2:19][C:7]1[C:6]([C:2]([Cl:1])=[C:3]([Cl:5])[Cl:4])=[CH:11][C:10]([C:12]([Cl:16])=[C:13]([Cl:14])[Cl:15])=[CH:9][C:8]=1[OH:17])=[O:24], predict the reactants needed to synthesize it. The reactants are: [Cl:1][C:2]([C:6]1[CH:7]=[C:8]([OH:17])[CH:9]=[C:10]([C:12]([Cl:16])=[C:13]([Cl:15])[Cl:14])[CH:11]=1)=[C:3]([Cl:5])[Cl:4].O[CH2:19][NH:20][C:21](=[O:24])[CH2:22][Cl:23].S(=O)(=O)(O)O.C([O-])(O)=O.[Na+]. (4) Given the product [C:1]1([C:26]2[CH:27]=[CH:28][CH:29]=[CH:30][CH:31]=2)[CH:2]=[CH:3][C:4]([O:7][CH2:8][CH2:9][CH2:10][C:11]2[CH:25]=[CH:24][C:14]([O:15][C:16]([CH3:23])([CH3:22])[C:17]([OH:19])=[O:18])=[CH:13][CH:12]=2)=[CH:5][CH:6]=1, predict the reactants needed to synthesize it. The reactants are: [C:1]1([C:26]2[CH:31]=[CH:30][CH:29]=[CH:28][CH:27]=2)[CH:6]=[CH:5][C:4]([O:7][CH2:8][CH2:9][CH2:10][C:11]2[CH:25]=[CH:24][C:14]([O:15][C:16]([CH3:23])([CH3:22])[C:17]([O:19]CC)=[O:18])=[CH:13][CH:12]=2)=[CH:3][CH:2]=1.[Li+].[OH-].C1COCC1. (5) Given the product [NH2:7][C:8]1[CH:13]=[CH:12][C:11]([C:14]2[O:15][C:16]([N:21]3[CH2:22][CH2:23][O:24][CH2:25][CH2:26]3)=[CH:17][C:18](=[O:20])[CH:19]=2)=[CH:10][CH:9]=1, predict the reactants needed to synthesize it. The reactants are: C(OC(=O)[NH:7][C:8]1[CH:13]=[CH:12][C:11]([C:14]2[O:15][C:16]([N:21]3[CH2:26][CH2:25][O:24][CH2:23][CH2:22]3)=[CH:17][C:18](=[O:20])[CH:19]=2)=[CH:10][CH:9]=1)(C)(C)C.